From a dataset of Forward reaction prediction with 1.9M reactions from USPTO patents (1976-2016). Predict the product of the given reaction. Given the reactants C[C:2]1[C:7]([C:8]#[N:9])=[C:6]([S:10][CH2:11][CH:12]=O)[N:5]=[C:4]([CH3:14])[CH:3]=1.[O:15]1[C:20]2[CH:21]=[CH:22][CH:23]=[C:24]([N:25]3[CH2:30][CH2:29][NH:28][CH2:27][CH2:26]3)[C:19]=2[O:18][CH2:17][CH2:16]1.C(O[BH-](OC(=O)C)OC(=O)C)(=O)C.[Na+].C([O-])([O-])=O.[Na+].[Na+], predict the reaction product. The product is: [O:15]1[C:20]2[CH:21]=[CH:22][CH:23]=[C:24]([N:25]3[CH2:30][CH2:29][N:28]([CH2:12][CH2:11][S:10][C:6]4[N:5]=[C:4]([CH3:14])[CH:3]=[CH:2][C:7]=4[C:8]#[N:9])[CH2:27][CH2:26]3)[C:19]=2[O:18][CH2:17][CH2:16]1.